From a dataset of NCI-60 drug combinations with 297,098 pairs across 59 cell lines. Regression. Given two drug SMILES strings and cell line genomic features, predict the synergy score measuring deviation from expected non-interaction effect. (1) Drug 1: C1CN1P(=S)(N2CC2)N3CC3. Cell line: PC-3. Synergy scores: CSS=33.0, Synergy_ZIP=-3.66, Synergy_Bliss=-6.09, Synergy_Loewe=-6.86, Synergy_HSA=-1.80. Drug 2: CC1CCCC2(C(O2)CC(NC(=O)CC(C(C(=O)C(C1O)C)(C)C)O)C(=CC3=CSC(=N3)C)C)C. (2) Drug 1: COC1=CC(=CC(=C1O)OC)C2C3C(COC3=O)C(C4=CC5=C(C=C24)OCO5)OC6C(C(C7C(O6)COC(O7)C8=CC=CS8)O)O. Drug 2: C1C(C(OC1N2C=NC3=C(N=C(N=C32)Cl)N)CO)O. Cell line: NCI-H460. Synergy scores: CSS=36.0, Synergy_ZIP=0.435, Synergy_Bliss=-0.204, Synergy_Loewe=-12.9, Synergy_HSA=-1.65. (3) Drug 1: C1CCN(CC1)CCOC2=CC=C(C=C2)C(=O)C3=C(SC4=C3C=CC(=C4)O)C5=CC=C(C=C5)O. Drug 2: CCC(=C(C1=CC=CC=C1)C2=CC=C(C=C2)OCCN(C)C)C3=CC=CC=C3.C(C(=O)O)C(CC(=O)O)(C(=O)O)O. Cell line: TK-10. Synergy scores: CSS=0.907, Synergy_ZIP=-0.737, Synergy_Bliss=0.886, Synergy_Loewe=-0.162, Synergy_HSA=-0.162. (4) Drug 1: C1=NC2=C(N=C(N=C2N1C3C(C(C(O3)CO)O)F)Cl)N. Drug 2: CS(=O)(=O)OCCCCOS(=O)(=O)C. Cell line: HL-60(TB). Synergy scores: CSS=59.7, Synergy_ZIP=-3.07, Synergy_Bliss=-1.39, Synergy_Loewe=4.28, Synergy_HSA=5.14.